From a dataset of Full USPTO retrosynthesis dataset with 1.9M reactions from patents (1976-2016). Predict the reactants needed to synthesize the given product. Given the product [CH2:1]1[C:9]2[C:4](=[CH:5][C:6]([CH:10]([O:31][C:32]3[CH:37]=[CH:36][CH:35]=[CH:34][CH:33]=3)[CH2:11][CH2:12][N:13]3[CH2:14][CH2:15][CH:16]([C:19]4[CH:20]=[C:21]([NH:25][C:26](=[O:30])[CH:27]([CH3:28])[CH3:29])[CH:22]=[CH:23][CH:24]=4)[CH2:17][CH2:18]3)=[CH:7][CH:8]=2)[CH2:3][CH2:2]1, predict the reactants needed to synthesize it. The reactants are: [CH2:1]1[C:9]2[C:4](=[CH:5][C:6]([CH:10]([OH:31])[CH2:11][CH2:12][N:13]3[CH2:18][CH2:17][CH:16]([C:19]4[CH:20]=[C:21]([NH:25][C:26](=[O:30])[CH:27]([CH3:29])[CH3:28])[CH:22]=[CH:23][CH:24]=4)[CH2:15][CH2:14]3)=[CH:7][CH:8]=2)[CH2:3][CH2:2]1.[C:32]1(O)[CH:37]=[CH:36][CH:35]=[CH:34][CH:33]=1.